From a dataset of Cav3 T-type calcium channel HTS with 100,875 compounds. Binary Classification. Given a drug SMILES string, predict its activity (active/inactive) in a high-throughput screening assay against a specified biological target. The drug is s1c2cc(NC(=O)C3OCCC3)ccc2nc1SC. The result is 0 (inactive).